Dataset: Full USPTO retrosynthesis dataset with 1.9M reactions from patents (1976-2016). Task: Predict the reactants needed to synthesize the given product. (1) Given the product [Br:8][C:9]1[N:10]=[CH:11][N:12]([C:2]2[CH:7]=[CH:6][CH:5]=[CH:4][N:3]=2)[CH:13]=1, predict the reactants needed to synthesize it. The reactants are: Br[C:2]1[CH:7]=[CH:6][CH:5]=[CH:4][N:3]=1.[Br:8][C:9]1[N:10]=[CH:11][NH:12][CH:13]=1.O.CCOC(C)=O. (2) The reactants are: [CH3:1][O:2][C:3]([C:5]1[N:13]=[CH:12][C:11]2[NH:10][C:9]3[N:14]=[CH:15][C:16](Br)=[CH:17][C:8]=3[C:7]=2[CH:6]=1)=[O:4].[CH3:19][N:20]1[CH2:25][CH2:24][N:23]([C:26]2[CH:31]=[CH:30][C:29](B(O)O)=[CH:28][CH:27]=2)[CH2:22][CH2:21]1.C([O-])(=O)C.[K+]. Given the product [CH3:1][O:2][C:3]([C:5]1[N:13]=[CH:12][C:11]2[NH:10][C:9]3[N:14]=[CH:15][C:16]([C:29]4[CH:28]=[CH:27][C:26]([N:23]5[CH2:24][CH2:25][N:20]([CH3:19])[CH2:21][CH2:22]5)=[CH:31][CH:30]=4)=[CH:17][C:8]=3[C:7]=2[CH:6]=1)=[O:4], predict the reactants needed to synthesize it. (3) Given the product [C:1]([O:5][C:6]([N:8]1[C:16]2[C:11](=[CH:12][CH:13]=[CH:14][CH:15]=2)[C:10]([C:17]2[C:18](=[O:19])[N:20]([C:36]([O:38][C:39]([CH3:40])([CH3:41])[CH3:42])=[O:37])[CH2:21][C:22]=2[C:24]2[C:34]3=[C:35]4[C:30](=[CH:31][CH:32]=[CH:33]3)[CH2:29][CH2:28][CH2:27][N:26]4[CH:25]=2)=[CH:9]1)=[O:7])([CH3:3])([CH3:4])[CH3:2], predict the reactants needed to synthesize it. The reactants are: [C:1]([O:5][C:6]([N:8]1[C:16]2[C:11](=[CH:12][CH:13]=[CH:14][CH:15]=2)[C:10]([CH2:17][C:18]([N:20]([C:36]([O:38][C:39]([CH3:42])([CH3:41])[CH3:40])=[O:37])[CH2:21][C:22]([C:24]2[C:34]3=[C:35]4[C:30](=[CH:31][CH:32]=[CH:33]3)[CH2:29][CH2:28][CH2:27][N:26]4[CH:25]=2)=O)=[O:19])=[CH:9]1)=[O:7])([CH3:4])([CH3:3])[CH3:2].C1CCN2C(=NCCC2)CC1. (4) Given the product [Br:16][CH2:1][C:2]1[CH:3]=[C:4]([CH:13]=[CH:14][CH:15]=1)[C:5]([C:7]1[CH:12]=[CH:11][CH:10]=[CH:9][CH:8]=1)=[O:6], predict the reactants needed to synthesize it. The reactants are: [CH3:1][C:2]1[CH:3]=[C:4]([CH:13]=[CH:14][CH:15]=1)[C:5]([C:7]1[CH:12]=[CH:11][CH:10]=[CH:9][CH:8]=1)=[O:6].[Br:16]Br. (5) Given the product [Si:27]([O:1][CH2:2][C@@H:3]1[CH2:8][O:7][CH2:6][CH2:5][N:4]1[C:9]([O:11][C:12]([CH3:15])([CH3:14])[CH3:13])=[O:10])([C:23]([CH3:26])([CH3:25])[CH3:24])([C:34]1[CH:35]=[CH:36][CH:37]=[CH:38][CH:39]=1)[C:28]1[CH:33]=[CH:32][CH:31]=[CH:30][CH:29]=1, predict the reactants needed to synthesize it. The reactants are: [OH:1][CH2:2][C@H:3]1[CH2:8][O:7][CH2:6][CH2:5][N:4]1[C:9]([O:11][C:12]([CH3:15])([CH3:14])[CH3:13])=[O:10].C(N(CC)CC)C.[C:23]([Si:27](Cl)([C:34]1[CH:39]=[CH:38][CH:37]=[CH:36][CH:35]=1)[C:28]1[CH:33]=[CH:32][CH:31]=[CH:30][CH:29]=1)([CH3:26])([CH3:25])[CH3:24].